Task: Predict the reaction yield, written as a fraction of the theoretical maximum amount of product (1.0 means a 100% yield; for example, 0.34 means a 34% yield).. Dataset: Reaction yield outcomes from USPTO patents with 853,638 reactions The reactants are [CH3:1][N:2]1[CH:6]2[CH2:7][CH:8]([OH:10])[CH2:9][CH:3]1[CH2:4][CH2:5]2.[Li]CCCC.[Cl:16][C:17]1[N:22]=[C:21](Cl)[N:20]=[C:19]([N:24]2[CH2:29][CH2:28][O:27][CH2:26][CH2:25]2)[N:18]=1.CCOCC. The catalyst is C1COCC1. The product is [Cl:16][C:17]1[N:18]=[C:19]([N:24]2[CH2:25][CH2:26][O:27][CH2:28][CH2:29]2)[N:20]=[C:21]([O:10][CH:8]2[CH2:9][CH:3]3[N:2]([CH3:1])[CH:6]([CH2:5][CH2:4]3)[CH2:7]2)[N:22]=1. The yield is 0.420.